Dataset: Full USPTO retrosynthesis dataset with 1.9M reactions from patents (1976-2016). Task: Predict the reactants needed to synthesize the given product. (1) Given the product [CH3:10][O:9][CH:8]([O:11][CH3:12])[C:6]1[Se:7][CH:3]=[CH:4][CH:5]=1, predict the reactants needed to synthesize it. The reactants are: C([C:3]1[Se:7][CH:6]=[CH:5][CH:4]=1)=O.[CH:8](OC)([O:11][CH3:12])[O:9][CH3:10].[NH4+].[Cl-]. (2) Given the product [NH2:16][C:14]1[CH:13]=[CH:12][C:10]2[N:11]=[C:7]([N:6]([C:19]3[CH:24]=[CH:23][C:22]([O:25][CH3:26])=[C:21]([O:27][CH3:28])[CH:20]=3)[C:4](=[O:5])[C:3]3[CH:29]=[CH:30][C:31]([Cl:33])=[CH:32][C:2]=3[Cl:1])[S:8][C:9]=2[CH:15]=1, predict the reactants needed to synthesize it. The reactants are: [Cl:1][C:2]1[CH:32]=[C:31]([Cl:33])[CH:30]=[CH:29][C:3]=1[C:4]([N:6]([C:19]1[CH:24]=[CH:23][C:22]([O:25][CH3:26])=[C:21]([O:27][CH3:28])[CH:20]=1)[C:7]1[S:8][C:9]2[CH:15]=[C:14]([N+:16]([O-])=O)[CH:13]=[CH:12][C:10]=2[N:11]=1)=[O:5].O.O.[Sn](Cl)Cl.C([O-])(O)=O.[Na+]. (3) Given the product [CH3:1][C:2]1[CH:3]=[C:4]([CH3:20])[C:5]2[CH:6]=[CH:7][C:8]3[N:9]([CH:12]=[C:13]([C:15]([NH:22][NH2:23])=[O:16])[N:14]=3)[C:10]=2[N:11]=1, predict the reactants needed to synthesize it. The reactants are: [CH3:1][C:2]1[CH:3]=[C:4]([CH3:20])[C:5]2[CH:6]=[CH:7][C:8]3[N:9]([CH:12]=[C:13]([C:15](OCC)=[O:16])[N:14]=3)[C:10]=2[N:11]=1.O.[NH2:22][NH2:23].